Dataset: Full USPTO retrosynthesis dataset with 1.9M reactions from patents (1976-2016). Task: Predict the reactants needed to synthesize the given product. (1) Given the product [F:1][C:2]1[CH:7]=[CH:6][C:5]([C:8]2[O:9][C:10]3[CH:20]=[C:19]([N:21]([CH3:26])[S:22]([CH3:25])(=[O:24])=[O:23])[C:18]([CH:27]4[CH2:32][CH2:31][CH2:30][NH:29][CH2:28]4)=[CH:17][C:11]=3[C:12]=2[C:13]([NH:15][CH3:16])=[O:14])=[CH:4][CH:3]=1, predict the reactants needed to synthesize it. The reactants are: [F:1][C:2]1[CH:7]=[CH:6][C:5]([C:8]2[O:9][C:10]3[CH:20]=[C:19]([N:21]([CH3:26])[S:22]([CH3:25])(=[O:24])=[O:23])[C:18]([C:27]4[CH:28]=[N:29][CH:30]=[CH:31][CH:32]=4)=[CH:17][C:11]=3[C:12]=2[C:13]([NH:15][CH3:16])=[O:14])=[CH:4][CH:3]=1. (2) Given the product [C:6]([O:9][CH2:10][CH:11]1[CH2:15][C:14]2[C:16]3[C:23]([C:24]([O:26][CH3:27])=[O:25])=[C:22]([C:28]4[CH:33]=[CH:32][C:31]([F:34])=[CH:30][CH:29]=4)[O:21][C:17]=3[CH:18]=[C:19]([NH:20][S:2]([CH3:1])(=[O:4])=[O:3])[C:13]=2[O:12]1)(=[O:8])[CH3:7], predict the reactants needed to synthesize it. The reactants are: [CH3:1][S:2](Cl)(=[O:4])=[O:3].[C:6]([O:9][CH2:10][CH:11]1[CH2:15][C:14]2[C:16]3[C:23]([C:24]([O:26][CH3:27])=[O:25])=[C:22]([C:28]4[CH:33]=[CH:32][C:31]([F:34])=[CH:30][CH:29]=4)[O:21][C:17]=3[CH:18]=[C:19]([NH2:20])[C:13]=2[O:12]1)(=[O:8])[CH3:7].CCN(CC)CC.